This data is from Forward reaction prediction with 1.9M reactions from USPTO patents (1976-2016). The task is: Predict the product of the given reaction. Given the reactants [Cl:1][C:2]1[CH:3]=[CH:4][C:5]([OH:23])=[C:6]([C:8]2[CH:13]=[CH:12][N:11]=[C:10]([C:14]([NH:16][CH2:17][CH2:18][C:19]([O:21][CH3:22])=[O:20])=[O:15])[CH:9]=2)[CH:7]=1.C([O-])([O-])=O.[K+].[K+].[Cl:30][C:31]1[C:32](F)=[CH:33][C:34]([F:57])=[C:35]([S:37]([N:40]([CH2:46][C:47]2[CH:52]=[CH:51][C:50]([O:53][CH3:54])=[CH:49][C:48]=2[O:55][CH3:56])[C:41]2[S:45][N:44]=[CH:43][N:42]=2)(=[O:39])=[O:38])[CH:36]=1.O, predict the reaction product. The product is: [CH3:22][O:21][C:19](=[O:20])[CH2:18][CH2:17][NH:16][C:14](=[O:15])[C:10]1[CH:9]=[C:8]([C:6]2[CH:7]=[C:2]([Cl:1])[CH:3]=[CH:4][C:5]=2[O:23][C:32]2[CH:33]=[C:34]([F:57])[C:35]([S:37](=[O:38])(=[O:39])[N:40]([CH2:46][C:47]3[CH:52]=[CH:51][C:50]([O:53][CH3:54])=[CH:49][C:48]=3[O:55][CH3:56])[C:41]3[S:45][N:44]=[CH:43][N:42]=3)=[CH:36][C:31]=2[Cl:30])[CH:13]=[CH:12][N:11]=1.